This data is from Forward reaction prediction with 1.9M reactions from USPTO patents (1976-2016). The task is: Predict the product of the given reaction. (1) The product is: [F:1][C:2]1[CH:7]=[CH:6][CH:5]=[CH:4][C:3]=1[C@@H:8]([N:28]1[CH2:27][CH2:26][CH2:20][CH2:30][CH2:29]1)[C:9]([O:11][C@H:12]([C:14]1[CH:15]=[CH:16][CH:17]=[CH:18][CH:19]=1)[CH3:13])=[O:10]. Given the reactants [F:1][C:2]1[CH:7]=[CH:6][CH:5]=[CH:4][C:3]=1[CH2:8][C:9]([O:11][C@H:12]([C:14]1[CH:19]=[CH:18][CH:17]=[CH:16][CH:15]=1)[CH3:13])=[O:10].[CH2:20]1[CH2:30][CH2:29][N:28]2C(=NC[CH2:26][CH2:27]2)CC1.C(Br)(Br)(Br)Br.N1CCCCC1, predict the reaction product. (2) Given the reactants Cl.Cl[C:3]1[CH:8]=[C:7]([C:9]2[CH:14]=[CH:13][CH:12]=[C:11]([Cl:15])[CH:10]=2)[N:6]=[C:5]2[CH2:16][CH2:17][CH2:18][C:4]=12.CC1(C)C(C)(C)OB([CH2:27][C:28]2[CH:33]=[CH:32][C:31]([CH2:34][C:35]([O:37]C)=[O:36])=[CH:30][CH:29]=2)O1.C([O-])([O-])=O.[Na+].[Na+].O1CCOCC1, predict the reaction product. The product is: [Cl:15][C:11]1[CH:10]=[C:9]([C:7]2[N:6]=[C:5]3[CH2:16][CH2:17][CH2:18][C:4]3=[C:3]([CH2:27][C:28]3[CH:29]=[CH:30][C:31]([CH2:34][C:35]([OH:37])=[O:36])=[CH:32][CH:33]=3)[CH:8]=2)[CH:14]=[CH:13][CH:12]=1. (3) Given the reactants O[CH2:2][C:3]1[O:4][C:5]2[CH:11]=[CH:10][CH:9]=[CH:8][C:6]=2[CH:7]=1.P(Br)(Br)[Br:13], predict the reaction product. The product is: [Br:13][CH2:2][C:3]1[O:4][C:5]2[CH:11]=[CH:10][CH:9]=[CH:8][C:6]=2[CH:7]=1. (4) Given the reactants [NH:1]1[C:9]2[C:4](=[CH:5][CH:6]=[CH:7][CH:8]=2)[CH:3]=[CH:2]1.C(O[CH2:14][C:15]1[CH:20]=[CH:19][CH:18]=[CH:17][CH:16]=1)(=O)C(O[CH2:14][C:15]1[CH:20]=[CH:19][CH:18]=[CH:17][CH:16]=1)=O.CC(C)([O-])C.[K+], predict the reaction product. The product is: [CH2:14]([N:1]1[C:9]2[C:4](=[CH:5][CH:6]=[CH:7][CH:8]=2)[CH:3]=[CH:2]1)[C:15]1[CH:20]=[CH:19][CH:18]=[CH:17][CH:16]=1. (5) The product is: [CH:39]1[C:40]2[C:35](=[CH:34][C:33]3[C:42]([C:41]=2[O:43][P:44]2[O:20][C:12]4[C:13]([O:18][CH3:19])=[CH:14][C:15]([CH3:17])=[CH:16][C:11]=4[C:8]4[CH:9]=[CH:10][C:5]([C:1]([CH3:4])([CH3:2])[CH3:3])=[CH:6][C:7]=4[O:21]2)=[CH:29][CH:30]=[CH:31][CH:32]=3)[CH:36]=[CH:37][CH:38]=1. Given the reactants [C:1]([C:5]1[CH:6]=[C:7]([OH:21])[C:8]([C:11]2[C:12]([OH:20])=[C:13]([O:18][CH3:19])[CH:14]=[C:15]([CH3:17])[CH:16]=2)=[CH:9][CH:10]=1)([CH3:4])([CH3:3])[CH3:2].C(N(CC)CC)C.[CH:29]1[C:42]2[C:33](=[CH:34][C:35]3[C:40]([C:41]=2[O:43][P:44](Cl)Cl)=[CH:39][CH:38]=[CH:37][CH:36]=3)[CH:32]=[CH:31][CH:30]=1, predict the reaction product. (6) The product is: [C:54](=[N:67][C:2]1[CH:3]=[CH:4][C:5]([F:17])=[C:6]([C@@:8]2([CH3:16])[NH:14][C:13](=[O:15])[CH2:12][CH2:11][O:10][CH2:9]2)[CH:7]=1)([C:61]1[CH:62]=[CH:63][CH:64]=[CH:65][CH:66]=1)[C:55]1[CH:60]=[CH:59][CH:58]=[CH:57][CH:56]=1. Given the reactants Br[C:2]1[CH:3]=[CH:4][C:5]([F:17])=[C:6]([C@@:8]2([CH3:16])[NH:14][C:13](=[O:15])[CH2:12][CH2:11][O:10][CH2:9]2)[CH:7]=1.CC(C)([O-])C.[Na+].C(P(C(C)(C)C)C1C=CC=CC=1C1C(C(C)C)=CC(C(C)C)=CC=1C(C)C)(C)(C)C.[C:54](=[NH:67])([C:61]1[CH:66]=[CH:65][CH:64]=[CH:63][CH:62]=1)[C:55]1[CH:60]=[CH:59][CH:58]=[CH:57][CH:56]=1, predict the reaction product. (7) Given the reactants C([O:8][C:9]1[C:10]2[N:11]([C:17]([C:21]([O:23][CH2:24][CH3:25])=[O:22])=[C:18]([CH3:20])[N:19]=2)[CH:12]=[C:13]([CH2:15][OH:16])[CH:14]=1)C1C=CC=CC=1, predict the reaction product. The product is: [OH:8][C:9]1[C:10]2[N:11]([C:17]([C:21]([O:23][CH2:24][CH3:25])=[O:22])=[C:18]([CH3:20])[N:19]=2)[CH:12]=[C:13]([CH2:15][OH:16])[CH:14]=1.